Dataset: Experimental lipophilicity measurements (octanol/water distribution) for 4,200 compounds from AstraZeneca. Task: Regression/Classification. Given a drug SMILES string, predict its absorption, distribution, metabolism, or excretion properties. Task type varies by dataset: regression for continuous measurements (e.g., permeability, clearance, half-life) or binary classification for categorical outcomes (e.g., BBB penetration, CYP inhibition). For this dataset (lipophilicity_astrazeneca), we predict Y. The drug is Cc1ccc(S(=O)(=O)Nc2c(C(=O)N[C@@H](C)C(C)(C)C)c(C)nn2C2CCS(=O)(=O)CC2)cc1. The Y is 0.250 logD.